This data is from Forward reaction prediction with 1.9M reactions from USPTO patents (1976-2016). The task is: Predict the product of the given reaction. (1) Given the reactants [C:1]([O-:14])(=[O:13])[CH2:2][CH2:3]CCCCCCCCC.[C:15]([O-])(=[O:27])[CH2:16]CCCCCCCCCC.[CH2:29]([Sn+2]CCCC)CCC.C1CCCCC1, predict the reaction product. The product is: [CH3:29][C:2]([C:1]([O:14][CH2:16][CH2:15][OH:27])=[O:13])=[CH2:3]. (2) The product is: [CH2:24]([NH:23][C:5]1[CH:4]=[CH:3][C:2]([N:1]2[C:39](=[O:40])[C:33]3[C:32](=[CH:31][CH:30]=[C:35]([C:36]([OH:38])=[O:37])[CH:34]=3)[C:42]2=[O:41])=[CH:7][C:6]=1[C:8]1[O:9][C:10]2[CH:16]=[CH:15][C:14]([C:17]3[CH:22]=[CH:21][CH:20]=[CH:19][CH:18]=3)=[CH:13][C:11]=2[N:12]=1)[CH2:25][CH2:26][CH2:27][CH2:28][CH3:29]. Given the reactants [NH2:1][C:2]1[CH:3]=[CH:4][C:5]([NH:23][CH2:24][CH2:25][CH2:26][CH2:27][CH2:28][CH3:29])=[C:6]([C:8]2[O:9][C:10]3[CH:16]=[CH:15][C:14]([C:17]4[CH:22]=[CH:21][CH:20]=[CH:19][CH:18]=4)=[CH:13][C:11]=3[N:12]=2)[CH:7]=1.[CH:30]1[C:35]([C:36]([OH:38])=[O:37])=[CH:34][C:33]2[C:39]([O:41][C:42](=O)[C:32]=2[CH:31]=1)=[O:40], predict the reaction product.